Dataset: Peptide-MHC class I binding affinity with 185,985 pairs from IEDB/IMGT. Task: Regression. Given a peptide amino acid sequence and an MHC pseudo amino acid sequence, predict their binding affinity value. This is MHC class I binding data. (1) The peptide sequence is QASQEVKNW. The MHC is HLA-A68:01 with pseudo-sequence HLA-A68:01. The binding affinity (normalized) is 0.0163. (2) The peptide sequence is PAAMYQYIFL. The MHC is HLA-A02:01 with pseudo-sequence HLA-A02:01. The binding affinity (normalized) is 0.203.